This data is from Reaction yield outcomes from USPTO patents with 853,638 reactions. The task is: Predict the reaction yield, written as a fraction of the theoretical maximum amount of product (1.0 means a 100% yield; for example, 0.34 means a 34% yield). (1) The reactants are C[O:2][C:3]([C:5]1[CH:6]=[C:7]2[C:12](=[CH:13][CH:14]=1)[NH:11][CH:10]([C:15]1[CH:20]=[C:19]([Cl:21])[CH:18]=[CH:17][C:16]=1[Cl:22])[CH2:9][C:8]2([CH3:24])[CH3:23])=[O:4].[OH-].[Na+]. The catalyst is O1CCCC1.CO.O. The product is [Cl:22][C:16]1[CH:17]=[CH:18][C:19]([Cl:21])=[CH:20][C:15]=1[CH:10]1[CH2:9][C:8]([CH3:23])([CH3:24])[C:7]2[C:12](=[CH:13][CH:14]=[C:5]([C:3]([OH:4])=[O:2])[CH:6]=2)[NH:11]1. The yield is 0.614. (2) The reactants are [F:1][C:2]1[CH:3]=[C:4]([CH:7]=[C:8]([F:11])[C:9]=1F)[CH:5]=[O:6].[F:12][C:13]([F:22])([F:21])[C:14]1[N:19]=[CH:18][C:17]([OH:20])=[CH:16][CH:15]=1.C([O-])([O-])=O.[K+].[K+]. The catalyst is CN(C)C=O. The product is [F:11][C:8]1[CH:7]=[C:4]([CH:3]=[C:2]([F:1])[C:9]=1[O:20][C:17]1[CH:18]=[N:19][C:14]([C:13]([F:22])([F:12])[F:21])=[CH:15][CH:16]=1)[CH:5]=[O:6]. The yield is 0.940. (3) The reactants are [NH2:1][C:2]1[CH:3]=[C:4]([CH:21]=[CH:22][C:23]=1Cl)[O:5][C:6]1[CH:7]=[CH:8][C:9]2[N:10]([CH:12]=[C:13]([NH:15][C:16]([CH:18]3[CH2:20][CH2:19]3)=[O:17])[N:14]=2)[N:11]=1.[F:25][C:26]([F:37])([F:36])[C:27]1[CH:28]=[C:29]([CH:33]=[CH:34][N:35]=1)[C:30](O)=[O:31].ON1C2C=CC=CC=2N=N1.Cl.C(N=C=NCCCN(C)C)C. The catalyst is CN(C)C=O. The product is [CH:18]1([C:16]([NH:15][C:13]2[N:14]=[C:9]3[CH:8]=[CH:7][C:6]([O:5][C:4]4[CH:3]=[C:2]([NH:1][C:30](=[O:31])[C:29]5[CH:33]=[CH:34][N:35]=[C:27]([C:26]([F:37])([F:25])[F:36])[CH:28]=5)[CH:23]=[CH:22][CH:21]=4)=[N:11][N:10]3[CH:12]=2)=[O:17])[CH2:20][CH2:19]1. The yield is 0.710. (4) The catalyst is C([O-])(=O)C.[Cu+2].C([O-])(=O)C.C(Cl)(Cl)Cl. The reactants are [O:1]=[S:2]1(=[O:30])[CH2:7][CH2:6][N:5]([C:8]([C:10]2[NH:11][C:12]3[C:17]([CH:18]=2)=[CH:16][C:15]([C:19]([N:21]2[CH2:26][CH2:25][N:24]([CH:27]([CH3:29])[CH3:28])[CH2:23][CH2:22]2)=[O:20])=[CH:14][CH:13]=3)=[O:9])[CH2:4][CH2:3]1.[CH3:31][C:32]1[CH:33]=[C:34](B(O)O)[CH:35]=[CH:36][CH:37]=1.N1C=CC=CC=1. The product is [O:30]=[S:2]1(=[O:1])[CH2:7][CH2:6][N:5]([C:8]([C:10]2[N:11]([C:36]3[CH:37]=[C:32]([CH3:31])[CH:33]=[CH:34][CH:35]=3)[C:12]3[C:17]([CH:18]=2)=[CH:16][C:15]([C:19]([N:21]2[CH2:22][CH2:23][N:24]([CH:27]([CH3:28])[CH3:29])[CH2:25][CH2:26]2)=[O:20])=[CH:14][CH:13]=3)=[O:9])[CH2:4][CH2:3]1. The yield is 0.940. (5) The reactants are N1C(Cl)=NC(Cl)=NC=1[Cl:3].CN(C)C=O.[Br:15][C:16]1[C:23]([O:24][CH2:25][CH3:26])=[C:22]([CH:27](O)[CH3:28])[CH:21]=[C:20]([Cl:30])[C:17]=1[C:18]#[N:19].C(Cl)Cl. No catalyst specified. The product is [Br:15][C:16]1[C:23]([O:24][CH2:25][CH3:26])=[C:22]([CH:27]([Cl:3])[CH3:28])[CH:21]=[C:20]([Cl:30])[C:17]=1[C:18]#[N:19]. The yield is 0.750. (6) The reactants are [F:1][C:2]1[C:10]([O:11][CH3:12])=[C:9]([N+:13]([O-:15])=[O:14])[CH:8]=[CH:7][C:3]=1[C:4]([OH:6])=O.[NH:16]1[CH2:21][CH2:20][O:19][CH2:18][CH2:17]1.CCN(C(C)C)C(C)C.CN(C(ON1N=NC2C=CC=CC1=2)=[N+](C)C)C.F[P-](F)(F)(F)(F)F. The catalyst is C(Cl)Cl.O. The product is [F:1][C:2]1[C:10]([O:11][CH3:12])=[C:9]([N+:13]([O-:15])=[O:14])[CH:8]=[CH:7][C:3]=1[C:4]([N:16]1[CH2:21][CH2:20][O:19][CH2:18][CH2:17]1)=[O:6]. The yield is 0.830. (7) The reactants are C1(P(C2C=CC=CC=2)C2C=CC=CC=2)C=CC=CC=1.[C:20]([Br:24])(Br)(Br)Br.[CH2:25]([O:32][C:33]1[CH:34]=[C:35]([CH:38]=[CH:39][CH:40]=1)CO)[C:26]1[CH:31]=[CH:30][CH:29]=[CH:28][CH:27]=1. The catalyst is C1COCC1. The product is [CH2:25]([O:32][C:33]1[CH:40]=[C:39]([CH:38]=[CH:35][CH:34]=1)[CH2:20][Br:24])[C:26]1[CH:31]=[CH:30][CH:29]=[CH:28][CH:27]=1. The yield is 0.770. (8) The reactants are [Br:1][C:2]1[CH:3]=[CH:4][C:5]2[N:9]=[N:8][N:7]([CH2:10][C:11]3[N:16]=[N:15][C:14]([NH2:17])=[CH:13][CH:12]=3)[C:6]=2[CH:18]=1.Br[CH2:20][C:21](=O)[C:22]([O:24][CH2:25][CH3:26])=[O:23].C([O-])(O)=O.[Na+].CC1C=CC(S(O)(=O)=O)=CC=1. The catalyst is O1CCOCC1. The product is [Br:1][C:2]1[CH:3]=[CH:4][C:5]2[N:9]=[N:8][N:7]([CH2:10][C:11]3[CH:12]=[CH:13][C:14]4[N:15]([CH:20]=[C:21]([C:22]([O:24][CH2:25][CH3:26])=[O:23])[N:17]=4)[N:16]=3)[C:6]=2[CH:18]=1. The yield is 0.500.